The task is: Predict the product of the given reaction.. This data is from Forward reaction prediction with 1.9M reactions from USPTO patents (1976-2016). Given the reactants C(Cl)(=O)C(Cl)=O.[CH2:7]([O:9][C:10]1[CH:18]=[CH:17][C:13]([C:14]([OH:16])=O)=[CH:12][CH:11]=1)[CH3:8].Cl.[NH2:20][C:21]1([C:24]([O:26][CH2:27][CH3:28])=[O:25])[CH2:23][CH2:22]1.C(N(CC)CC)C.Cl, predict the reaction product. The product is: [CH2:7]([O:9][C:10]1[CH:11]=[CH:12][C:13]([C:14]([NH:20][C:21]2([C:24]([O:26][CH2:27][CH3:28])=[O:25])[CH2:23][CH2:22]2)=[O:16])=[CH:17][CH:18]=1)[CH3:8].